This data is from Forward reaction prediction with 1.9M reactions from USPTO patents (1976-2016). The task is: Predict the product of the given reaction. (1) Given the reactants C[O:2][C:3]([C:5]1[S:32][C:8]2[N:9]=[CH:10][N:11]=[C:12]([NH:13][C:14]3[CH:19]=[CH:18][C:17]([F:20])=[CH:16][C:15]=3[O:21][C@H:22]3[CH2:27][CH2:26][CH2:25][N:24]([S:28]([CH3:31])(=[O:30])=[O:29])[CH2:23]3)[C:7]=2[C:6]=1[CH3:33])=[O:4].[OH-].[Li+].Cl, predict the reaction product. The product is: [F:20][C:17]1[CH:18]=[CH:19][C:14]([NH:13][C:12]2[C:7]3[C:6]([CH3:33])=[C:5]([C:3]([OH:4])=[O:2])[S:32][C:8]=3[N:9]=[CH:10][N:11]=2)=[C:15]([O:21][C@H:22]2[CH2:27][CH2:26][CH2:25][N:24]([S:28]([CH3:31])(=[O:30])=[O:29])[CH2:23]2)[CH:16]=1. (2) Given the reactants [OH:1][C:2]1[CH:3]=[C:4]([C:8]23[CH2:15][CH2:14][C:11]([CH2:16][CH2:17][O:18][CH2:19][C:20]([O:22]C(C)(C)C)=[O:21])([CH2:12][CH2:13]2)[CH2:10][O:9]3)[CH:5]=[CH:6][CH:7]=1.[CH3:27][C:28]1[N:33]=[CH:32][C:31](B(O)O)=[CH:30][CH:29]=1, predict the reaction product. The product is: [CH3:27][C:28]1[N:33]=[CH:32][C:31]([O:1][C:2]2[CH:3]=[C:4]([C:8]34[CH2:15][CH2:14][C:11]([CH2:16][CH2:17][O:18][CH2:19][C:20]([OH:22])=[O:21])([CH2:12][CH2:13]3)[CH2:10][O:9]4)[CH:5]=[CH:6][CH:7]=2)=[CH:30][CH:29]=1. (3) Given the reactants [NH2:1][C:2]1[C:11]([C:12]([O:14][CH3:15])=[O:13])=[C:10]2[C:5]([CH:6]3[CH2:16][CH:7]3[CH2:8][O:9]2)=[CH:4][C:3]=1[F:17].[Br:18][C:19]1[CH:24]=[C:23]([F:25])[CH:22]=[CH:21][C:20]=1[S:26](Cl)(=[O:28])=[O:27].C[Si](C)(C)[N-][Si](C)(C)C.[Na+].O, predict the reaction product. The product is: [Br:18][C:19]1[CH:24]=[C:23]([F:25])[CH:22]=[CH:21][C:20]=1[S:26]([NH:1][C:2]1[C:11]([C:12]([O:14][CH3:15])=[O:13])=[C:10]2[C:5]([CH:6]3[CH2:16][CH:7]3[CH2:8][O:9]2)=[CH:4][C:3]=1[F:17])(=[O:28])=[O:27].